Dataset: Forward reaction prediction with 1.9M reactions from USPTO patents (1976-2016). Task: Predict the product of the given reaction. (1) Given the reactants [Cl:1][C:2]1[CH:7]=[CH:6][C:5]([S:8]([N:11]([CH2:19][C:20]2[CH:29]=[CH:28][C:23]([C:24]([O:26]C)=[O:25])=[CH:22][CH:21]=2)[CH2:12][CH:13]2[CH2:18][CH2:17][O:16][CH2:15][CH2:14]2)(=[O:10])=[O:9])=[CH:4][CH:3]=1.O.[OH-].[Li+].Cl, predict the reaction product. The product is: [Cl:1][C:2]1[CH:3]=[CH:4][C:5]([S:8]([N:11]([CH2:19][C:20]2[CH:21]=[CH:22][C:23]([C:24]([OH:26])=[O:25])=[CH:28][CH:29]=2)[CH2:12][CH:13]2[CH2:18][CH2:17][O:16][CH2:15][CH2:14]2)(=[O:10])=[O:9])=[CH:6][CH:7]=1. (2) Given the reactants [CH:1]12[CH2:7][CH:4]([CH:5]=[CH:6]1)[CH:3]([C:8]([O-:10])=[O:9])[CH:2]2[C:11]([O-:13])=[O:12].[Na+:14].[Na+], predict the reaction product. The product is: [CH:1]12[CH2:7][CH:4]([CH2:5][CH2:6]1)[CH:3]([C:8]([O-:10])=[O:9])[CH:2]2[C:11]([O-:13])=[O:12].[Na+:14].[Na+:14]. (3) Given the reactants [CH2:1]([O:3][C:4](=[O:39])[C:5]([CH3:38])([CH3:37])[CH2:6][C:7]1[N:8]([CH2:22][C:23]2[CH:28]=[CH:27][C:26]([C:29]3[CH:30]=[N:31][C:32]([O:35][CH3:36])=[CH:33][CH:34]=3)=[CH:25][CH:24]=2)[C:9]2[C:14]([C:15]=1[S:16][C:17]([CH3:20])([CH3:19])[CH3:18])=[CH:13][C:12]([OH:21])=[CH:11][CH:10]=2)[CH3:2].Br[CH2:41][C:42]1[CH:51]=[CH:50][C:49]2[C:44](=[CH:45][CH:46]=[C:47]([F:52])[CH:48]=2)[N:43]=1.C([O-])([O-])=O.[Cs+].[Cs+], predict the reaction product. The product is: [CH2:1]([O:3][C:4](=[O:39])[C:5]([CH3:38])([CH3:37])[CH2:6][C:7]1[N:8]([CH2:22][C:23]2[CH:24]=[CH:25][C:26]([C:29]3[CH:30]=[N:31][C:32]([O:35][CH3:36])=[CH:33][CH:34]=3)=[CH:27][CH:28]=2)[C:9]2[C:14]([C:15]=1[S:16][C:17]([CH3:19])([CH3:20])[CH3:18])=[CH:13][C:12]([O:21][CH2:41][C:42]1[CH:51]=[CH:50][C:49]3[C:44](=[CH:45][CH:46]=[C:47]([F:52])[CH:48]=3)[N:43]=1)=[CH:11][CH:10]=2)[CH3:2]. (4) Given the reactants [NH2:1][C:2]1[N:7]=[C:6]([C:8]2[CH:16]=[CH:15][C:11]3[O:12][CH2:13][O:14][C:10]=3[CH:9]=2)[C:5]([C:17]#[N:18])=[C:4](S(C)(=O)=O)[N:3]=1.[NH2:23][CH2:24][CH2:25][N:26]1[CH2:31][CH2:30][O:29][CH2:28][CH2:27]1, predict the reaction product. The product is: [NH2:1][C:2]1[N:7]=[C:6]([C:8]2[CH:16]=[CH:15][C:11]3[O:12][CH2:13][O:14][C:10]=3[CH:9]=2)[C:5]([C:17]#[N:18])=[C:4]([NH:23][CH2:24][CH2:25][N:26]2[CH2:31][CH2:30][O:29][CH2:28][CH2:27]2)[N:3]=1.